This data is from Catalyst prediction with 721,799 reactions and 888 catalyst types from USPTO. The task is: Predict which catalyst facilitates the given reaction. Reactant: Br[CH:2]([CH3:9])[CH2:3][CH2:4][CH2:5][C:6](Cl)=[O:7].[CH3:10][O:11][C:12]1[CH:17]=[CH:16][C:15]([C:18]2[NH:22][N:21]=[C:20]([NH2:23])[CH:19]=2)=[CH:14][CH:13]=1.C(N(C(C)C)CC)(C)C.[N:33]1([C:40](=[O:42])[CH3:41])[CH2:39][CH2:38][CH2:37][NH:36][CH2:35][CH2:34]1.[Na+].[I-]. Product: [CH3:10][O:11][C:12]1[CH:13]=[CH:14][C:15]([C:18]2[NH:22][N:21]=[C:20]([NH:23][C:6](=[O:7])[CH2:5][CH2:4][CH2:3][CH2:2][CH2:9][N:36]3[CH2:37][CH2:38][CH2:39][N:33]([C:40](=[O:42])[CH3:41])[CH2:34][CH2:35]3)[CH:19]=2)=[CH:16][CH:17]=1. The catalyst class is: 44.